The task is: Regression. Given two drug SMILES strings and cell line genomic features, predict the synergy score measuring deviation from expected non-interaction effect.. This data is from NCI-60 drug combinations with 297,098 pairs across 59 cell lines. (1) Drug 1: CS(=O)(=O)C1=CC(=C(C=C1)C(=O)NC2=CC(=C(C=C2)Cl)C3=CC=CC=N3)Cl. Drug 2: N.N.Cl[Pt+2]Cl. Cell line: SW-620. Synergy scores: CSS=-0.230, Synergy_ZIP=3.47, Synergy_Bliss=4.16, Synergy_Loewe=-1.41, Synergy_HSA=-1.15. (2) Drug 1: CCC1=CC2CC(C3=C(CN(C2)C1)C4=CC=CC=C4N3)(C5=C(C=C6C(=C5)C78CCN9C7C(C=CC9)(C(C(C8N6C)(C(=O)OC)O)OC(=O)C)CC)OC)C(=O)OC.C(C(C(=O)O)O)(C(=O)O)O. Drug 2: C1=NC(=NC(=O)N1C2C(C(C(O2)CO)O)O)N. Cell line: LOX IMVI. Synergy scores: CSS=47.2, Synergy_ZIP=-3.12, Synergy_Bliss=-3.02, Synergy_Loewe=-2.77, Synergy_HSA=-0.0265.